This data is from Forward reaction prediction with 1.9M reactions from USPTO patents (1976-2016). The task is: Predict the product of the given reaction. (1) Given the reactants [CH:1]1([CH2:7][CH2:8][CH2:9][C@@H:10]([C:19]2[O:23][N:22]=[C:21]([CH2:24][S:25]([CH2:28][CH2:29][CH3:30])(=[O:27])=[O:26])[N:20]=2)[CH2:11][C:12]([O:14]C(C)(C)C)=[O:13])[CH2:6][CH2:5][CH2:4][CH2:3][CH2:2]1, predict the reaction product. The product is: [CH:1]1([CH2:7][CH2:8][CH2:9][C@@H:10]([C:19]2[O:23][N:22]=[C:21]([CH2:24][S:25]([CH2:28][CH2:29][CH3:30])(=[O:27])=[O:26])[N:20]=2)[CH2:11][C:12]([OH:14])=[O:13])[CH2:6][CH2:5][CH2:4][CH2:3][CH2:2]1. (2) Given the reactants [OH:1][CH:2]([CH2:12][N:13]1[C:25]2[C:24]3[CH:23]=[CH:22][CH:21]=[CH:20][C:19]=3[N:18]=[CH:17][C:16]=2[N:15]=[C:14]1[CH2:26][CH2:27][CH3:28])[CH2:3][NH:4][C:5](=[O:11])[O:6][C:7]([CH3:10])([CH3:9])[CH3:8].[Si:29](Cl)([C:32]([CH3:35])([CH3:34])[CH3:33])([CH3:31])[CH3:30].C(N(CC)CC)C, predict the reaction product. The product is: [Si:29]([O:1][CH:2]([CH2:12][N:13]1[C:25]2[C:24]3[CH:23]=[CH:22][CH:21]=[CH:20][C:19]=3[N:18]=[CH:17][C:16]=2[N:15]=[C:14]1[CH2:26][CH2:27][CH3:28])[CH2:3][NH:4][C:5](=[O:11])[O:6][C:7]([CH3:10])([CH3:9])[CH3:8])([C:32]([CH3:35])([CH3:34])[CH3:33])([CH3:31])[CH3:30]. (3) Given the reactants [C:1]1([CH2:11][NH2:12])[C:10]2[C:5](=[CH:6][CH:7]=[CH:8][CH:9]=2)[CH:4]=[CH:3][CH:2]=1.C([NH:16][C:17]1[CH:26]=[CH:25][CH:24]=[C:23]2[C:18]=1[CH:19]=[CH:20][CH:21]=[C:22]2[S:27]([Cl:30])(=[O:29])=[O:28])(=O)C.C(N(CC)CC)C.Cl, predict the reaction product. The product is: [ClH:30].[NH2:16][C:17]1[CH:26]=[CH:25][CH:24]=[C:23]2[C:18]=1[CH:19]=[CH:20][CH:21]=[C:22]2[S:27]([NH:12][CH2:11][C:1]1[C:10]2[C:5](=[CH:6][CH:7]=[CH:8][CH:9]=2)[CH:4]=[CH:3][CH:2]=1)(=[O:29])=[O:28]. (4) Given the reactants Br[C:2]1[CH:7]=[CH:6][CH:5]=[C:4]([O:8][C:9]2[CH:14]=[CH:13][CH:12]=[CH:11][CH:10]=2)[CH:3]=1.[CH2:15]([Sn](CCCC)(CCCC)CCCC)[CH:16]=[CH2:17].C1(P(C2C=CC=CC=2)C2C=CC=CC=2)C=CC=CC=1.[Li+].[Cl-], predict the reaction product. The product is: [CH2:17]([C:2]1[CH:7]=[CH:6][CH:5]=[C:4]([O:8][C:9]2[CH:14]=[CH:13][CH:12]=[CH:11][CH:10]=2)[CH:3]=1)[CH:16]=[CH2:15]. (5) Given the reactants Br[CH2:2][CH2:3][CH2:4][N:5]1[C:14]2[C:9](=[CH:10][C:11]([C:15]3[C:16]4[N:17]([N:23]=[C:24]([C:26]([F:29])([F:28])[F:27])[CH:25]=4)[C:18]([O:21][CH3:22])=[CH:19][CH:20]=3)=[CH:12][CH:13]=2)[CH:8]=[CH:7][C:6]1=[O:30].[CH2:31]([NH2:33])[CH3:32], predict the reaction product. The product is: [CH2:31]([NH:33][CH2:2][CH2:3][CH2:4][N:5]1[C:14]2[C:9](=[CH:10][C:11]([C:15]3[C:16]4[N:17]([N:23]=[C:24]([C:26]([F:29])([F:28])[F:27])[CH:25]=4)[C:18]([O:21][CH3:22])=[CH:19][CH:20]=3)=[CH:12][CH:13]=2)[CH:8]=[CH:7][C:6]1=[O:30])[CH3:32]. (6) The product is: [CH:32]1([CH2:31][O:30][C:22]2[CH:23]=[C:24]([F:29])[C:25]([O:27][CH3:28])=[CH:26][C:21]=2[C:20]2[C:15]3[NH:14][C:13]([CH3:35])=[C:12]([C:10]([NH:9][C@H:6]4[CH2:7][CH2:8][C@H:3]([NH:2][C:39](=[O:40])[CH2:38][O:37][CH3:36])[CH2:4][CH2:5]4)=[O:11])[C:16]=3[N:17]=[CH:18][N:19]=2)[CH2:34][CH2:33]1. Given the reactants Cl.[NH2:2][C@H:3]1[CH2:8][CH2:7][C@H:6]([NH:9][C:10]([C:12]2[C:16]3[N:17]=[CH:18][N:19]=[C:20]([C:21]4[CH:26]=[C:25]([O:27][CH3:28])[C:24]([F:29])=[CH:23][C:22]=4[O:30][CH2:31][CH:32]4[CH2:34][CH2:33]4)[C:15]=3[NH:14][C:13]=2[CH3:35])=[O:11])[CH2:5][CH2:4]1.[CH3:36][O:37][CH2:38][C:39](Cl)=[O:40], predict the reaction product. (7) Given the reactants [CH3:1][O:2][C:3]1[CH:4]=[C:5]([CH:7]=[CH:8][C:9]=1[N:10]1[CH:14]=[C:13]([CH3:15])[N:12]=[CH:11]1)[NH2:6].Cl[C:17]1[N:18]=[CH:19][C:20]2[CH2:21][N:22]([CH2:34][CH2:35][F:36])[CH2:23][C@@H:24]([C:28]3[CH:33]=[CH:32][CH:31]=[CH:30][CH:29]=3)[O:25][C:26]=2[N:27]=1, predict the reaction product. The product is: [F:36][CH2:35][CH2:34][N:22]1[CH2:21][C:20]2[CH:19]=[N:18][C:17]([NH:6][C:5]3[CH:7]=[CH:8][C:9]([N:10]4[CH:14]=[C:13]([CH3:15])[N:12]=[CH:11]4)=[C:3]([O:2][CH3:1])[CH:4]=3)=[N:27][C:26]=2[O:25][C@H:24]([C:28]2[CH:33]=[CH:32][CH:31]=[CH:30][CH:29]=2)[CH2:23]1. (8) Given the reactants [Cl:1][C:2]1[CH:7]=[CH:6][C:5]([CH:8]2[C:12]3[N:13]([CH3:19])[N:14]=[C:15]([CH:16]4[CH2:18][CH2:17]4)[C:11]=3[C:10](=[O:20])[NH:9]2)=[CH:4][CH:3]=1.Br[C:22]1[CH:23]=[C:24]([NH:32][C:33](=[O:39])[O:34][C:35]([CH3:38])([CH3:37])[CH3:36])[C:25]2[N:26]([C:28]([CH3:31])=[N:29][N:30]=2)[CH:27]=1, predict the reaction product. The product is: [Cl:1][C:2]1[CH:3]=[CH:4][C:5]([CH:8]2[C:12]3[N:13]([CH3:19])[N:14]=[C:15]([CH:16]4[CH2:17][CH2:18]4)[C:11]=3[C:10](=[O:20])[N:9]2[C:22]2[CH:23]=[C:24]([NH:32][C:33](=[O:39])[O:34][C:35]([CH3:37])([CH3:36])[CH3:38])[C:25]3[N:26]([C:28]([CH3:31])=[N:29][N:30]=3)[CH:27]=2)=[CH:6][CH:7]=1. (9) Given the reactants [Br:1][C:2]1[CH:10]=[CH:9][C:5]([C:6](O)=[O:7])=[C:4]([CH3:11])[CH:3]=1.O1CCCC1, predict the reaction product. The product is: [Br:1][C:2]1[CH:10]=[CH:9][C:5]([CH2:6][OH:7])=[C:4]([CH3:11])[CH:3]=1. (10) Given the reactants [Br:1][C:2]1[CH:13]=[CH:12][C:5]([C:6](N(OC)C)=[O:7])=[CH:4][C:3]=1[F:14].[Mg].Br[CH2:17][CH2:18][CH2:19][CH3:20], predict the reaction product. The product is: [Br:1][C:2]1[CH:13]=[CH:12][C:5]([C:6](=[O:7])[CH2:17][CH2:18][CH2:19][CH3:20])=[CH:4][C:3]=1[F:14].